From a dataset of Full USPTO retrosynthesis dataset with 1.9M reactions from patents (1976-2016). Predict the reactants needed to synthesize the given product. (1) Given the product [C:6]1([C@@H:12]([NH:14][S:2]([CH3:1])(=[O:4])=[O:3])[CH3:13])[CH:11]=[CH:10][CH:9]=[CH:8][CH:7]=1, predict the reactants needed to synthesize it. The reactants are: [CH3:1][S:2](Cl)(=[O:4])=[O:3].[C:6]1([C@@H:12]([NH2:14])[CH3:13])[CH:11]=[CH:10][CH:9]=[CH:8][CH:7]=1. (2) Given the product [F:1][C:2]1[CH:7]=[C:6]([C:18]2[CH:19]=[CH:20][C:21]([O:33][CH2:34][C:35]3[CH:40]=[CH:39][CH:38]=[CH:37][CH:36]=3)=[C:22]([CH:32]=2)[C:23]([NH:25][C:26]2[CH:27]=[N:28][CH:29]=[CH:30][CH:31]=2)=[O:24])[CH:5]=[CH:4][N:3]=1, predict the reactants needed to synthesize it. The reactants are: [F:1][C:2]1[CH:7]=[C:6](B(O)O)[CH:5]=[CH:4][N:3]=1.C(=O)([O-])[O-].[Na+].[Na+].Br[C:18]1[CH:19]=[CH:20][C:21]([O:33][CH2:34][C:35]2[CH:40]=[CH:39][CH:38]=[CH:37][CH:36]=2)=[C:22]([CH:32]=1)[C:23]([NH:25][C:26]1[CH:27]=[N:28][CH:29]=[CH:30][CH:31]=1)=[O:24]. (3) Given the product [CH:21]1[C:29]2[C:28]3[CH:30]=[CH:31][CH:32]=[CH:33][C:27]=3[S:26][C:25]=2[CH:24]=[CH:23][C:22]=1[CH2:34][N:1]1[CH:2]([C:11]2[C:12]([O:19][CH3:20])=[CH:13][CH:14]=[CH:15][C:16]=2[O:17][CH3:18])[CH2:3][CH:4]([CH3:10])[C:5]1=[O:7], predict the reactants needed to synthesize it. The reactants are: [NH2:1][CH:2]([C:11]1[C:16]([O:17][CH3:18])=[CH:15][CH:14]=[CH:13][C:12]=1[O:19][CH3:20])[CH2:3][CH:4]([CH3:10])[C:5]([O:7]CC)=O.[CH:21]1[C:29]2[C:28]3[CH:30]=[CH:31][CH:32]=[CH:33][C:27]=3[S:26][C:25]=2[CH:24]=[CH:23][C:22]=1[CH:34]=O. (4) Given the product [Cl:1][C:2]1[C:3]([CH3:23])=[C:4]([C:13]2[CH:14]=[N:15][CH:16]=[C:17]([S:19]([CH3:22])(=[O:21])=[O:20])[CH:18]=2)[C:5]([O:11][CH3:12])=[C:6]([CH:8]([NH2:30])[CH3:9])[CH:7]=1, predict the reactants needed to synthesize it. The reactants are: [Cl:1][C:2]1[C:3]([CH3:23])=[C:4]([C:13]2[CH:14]=[N:15][CH:16]=[C:17]([S:19]([CH3:22])(=[O:21])=[O:20])[CH:18]=2)[C:5]([O:11][CH3:12])=[C:6]([C:8](=O)[CH3:9])[CH:7]=1.C([O-])(=O)C.[NH4+].C([BH3-])#[N:30].[Na+].O1CCCC1.